From a dataset of Forward reaction prediction with 1.9M reactions from USPTO patents (1976-2016). Predict the product of the given reaction. (1) Given the reactants C([O:8][C:9]1[CH:17]=[C:16]2[C:12]([C@H:13]([CH2:25][Cl:26])[CH2:14][N:15]2[C:18]([O:20][C:21]([CH3:24])([CH3:23])[CH3:22])=[O:19])=[C:11]2[S:27][C:28]([CH3:30])=[CH:29][C:10]=12)C1C=CC=CC=1.[NH4+].C([O-])=O, predict the reaction product. The product is: [Cl:26][CH2:25][C@H:13]1[C:12]2[C:16](=[CH:17][C:9]([OH:8])=[C:10]3[CH:29]=[C:28]([CH3:30])[S:27][C:11]3=2)[N:15]([C:18]([O:20][C:21]([CH3:24])([CH3:23])[CH3:22])=[O:19])[CH2:14]1. (2) Given the reactants [NH2:1][C:2]1[CH:7]=[CH:6][C:5]([S:8][CH2:9][C:10]2[CH:15]=[CH:14][CH:13]=[CH:12][CH:11]=2)=[CH:4][C:3]=1/[CH:16]=[CH:17]/[C:18]([O:20][CH2:21][CH3:22])=[O:19].[Br:23][C:24]1[CH:29]=[C:28]([O:30][CH3:31])[C:27](I)=[CH:26][C:25]=1[CH3:33].C(=O)([O-])[O-].[Cs+].[Cs+], predict the reaction product. The product is: [CH2:9]([S:8][C:5]1[CH:6]=[CH:7][C:2]([NH:1][C:27]2[CH:26]=[C:25]([CH3:33])[C:24]([Br:23])=[CH:29][C:28]=2[O:30][CH3:31])=[C:3](/[CH:16]=[CH:17]/[C:18]([O:20][CH2:21][CH3:22])=[O:19])[CH:4]=1)[C:10]1[CH:15]=[CH:14][CH:13]=[CH:12][CH:11]=1. (3) Given the reactants [Br:1][C:2]1[CH:7]=[CH:6][C:5]([C@@H:8]2[CH2:10][C@H:9]2[NH:11]C(=O)OC(C)(C)C)=[CH:4][CH:3]=1.[C:19]([OH:25])([C:21]([F:24])([F:23])[F:22])=[O:20], predict the reaction product. The product is: [F:22][C:21]([F:24])([F:23])[C:19]([OH:25])=[O:20].[Br:1][C:2]1[CH:3]=[CH:4][C:5]([C@@H:8]2[CH2:10][C@H:9]2[NH2:11])=[CH:6][CH:7]=1. (4) The product is: [C:34]([O:33][C:32](=[O:38])[NH:31][CH2:30][CH2:29][NH:1][C@@H:2]([C:6]1[N:7]([CH2:21][C:22]2[S:23][CH:24]=[C:25]([CH3:27])[CH:26]=2)[C:8](=[O:20])[C:9]2[O:14][C:13]3[CH:15]=[CH:16][C:17]([F:19])=[CH:18][C:12]=3[C:10]=2[N:11]=1)[CH:3]([CH3:5])[CH3:4])([CH3:37])([CH3:36])[CH3:35]. Given the reactants [NH2:1][C@@H:2]([C:6]1[N:7]([CH2:21][C:22]2[S:23][CH:24]=[C:25]([CH3:27])[CH:26]=2)[C:8](=[O:20])[C:9]2[O:14][C:13]3[CH:15]=[CH:16][C:17]([F:19])=[CH:18][C:12]=3[C:10]=2[N:11]=1)[CH:3]([CH3:5])[CH3:4].O=[CH:29][CH2:30][NH:31][C:32](=[O:38])[O:33][C:34]([CH3:37])([CH3:36])[CH3:35].C(O[BH-](OC(=O)C)OC(=O)C)(=O)C.[Na+], predict the reaction product.